Task: Predict the reaction yield, written as a fraction of the theoretical maximum amount of product (1.0 means a 100% yield; for example, 0.34 means a 34% yield).. Dataset: Reaction yield outcomes from USPTO patents with 853,638 reactions (1) The reactants are [NH2:1][C@H:2]([CH2:10][OH:11])[CH2:3][C:4]1[CH:9]=[CH:8][CH:7]=[CH:6][CH:5]=1.C(O)(=O)C.[CH:16](=O)[C:17]1[CH:22]=[CH:21][CH:20]=[CH:19][CH:18]=1.C([BH3-])#N.[Na+]. The catalyst is CO. The product is [CH2:16]([NH:1][C@H:2]([CH2:10][OH:11])[CH2:3][C:4]1[CH:5]=[CH:6][CH:7]=[CH:8][CH:9]=1)[C:17]1[CH:22]=[CH:21][CH:20]=[CH:19][CH:18]=1. The yield is 0.810. (2) The reactants are S(=O)(=O)(O)O.[F:6][C:7]1[C:13]([F:14])=[CH:12][CH:11]=[CH:10][C:8]=1[NH2:9].O[CH2:16][CH:17]([CH2:19]O)O. The catalyst is [I-].[Na+]. The product is [F:14][C:13]1[C:7]([F:6])=[C:8]2[C:10]([CH:16]=[CH:17][CH:19]=[N:9]2)=[CH:11][CH:12]=1. The yield is 0.910. (3) The reactants are Cl[C:2](Cl)([O:4]C(=O)OC(Cl)(Cl)Cl)Cl.[NH2:13][C:14]1[C:30]([F:31])=[CH:29][CH:28]=[CH:27][C:15]=1[C:16]([NH:18][C:19]1[CH:24]=[CH:23][CH:22]=[C:21]([Br:25])[C:20]=1[Cl:26])=[O:17].O. The catalyst is C1COCC1. The product is [Br:25][C:21]1[C:20]([Cl:26])=[C:19]([N:18]2[C:16](=[O:17])[C:15]3[C:14](=[C:30]([F:31])[CH:29]=[CH:28][CH:27]=3)[NH:13][C:2]2=[O:4])[CH:24]=[CH:23][CH:22]=1. The yield is 0.850. (4) The reactants are [NH2:1][C:2]1[CH:3]=[CH:4][C:5]([Cl:11])=[C:6]([CH:10]=1)[C:7]([OH:9])=[O:8].S(Cl)(Cl)=O.[CH3:16]O. No catalyst specified. The product is [NH2:1][C:2]1[CH:3]=[CH:4][C:5]([Cl:11])=[C:6]([CH:10]=1)[C:7]([O:9][CH3:16])=[O:8]. The yield is 0.950. (5) The reactants are ClC1C=C(C2ON=C(CN3CCCCN4C(C5C=CN=CC=5)=NN=C34)N=2)C=CC=1.Cl[CH2:31][C:32]1[N:36]=[C:35]([C:37]2[CH:42]=[CH:41][CH:40]=[C:39]([Cl:43])[CH:38]=2)[O:34][N:33]=1.[F:44][C:45]([F:57])([F:56])[C:46]1[N:50]2[CH2:51][CH2:52][CH2:53][CH2:54][NH:55][C:49]2=[N:48][N:47]=1. The catalyst is CC(=O)OCC. The product is [Cl:43][C:39]1[CH:38]=[C:37]([C:35]2[O:34][N:33]=[C:32]([CH2:31][N:55]3[CH2:54][CH2:53][CH2:52][CH2:51][N:50]4[C:46]([C:45]([F:57])([F:44])[F:56])=[N:47][N:48]=[C:49]34)[N:36]=2)[CH:42]=[CH:41][CH:40]=1. The yield is 0.610.